Dataset: Peptide-MHC class I binding affinity with 185,985 pairs from IEDB/IMGT. Task: Regression. Given a peptide amino acid sequence and an MHC pseudo amino acid sequence, predict their binding affinity value. This is MHC class I binding data. (1) The peptide sequence is SYINRTGTF. The MHC is HLA-B44:02 with pseudo-sequence HLA-B44:02. The binding affinity (normalized) is 0.0847. (2) The binding affinity (normalized) is 1.00. The MHC is HLA-A02:01 with pseudo-sequence HLA-A02:01. The peptide sequence is YLGTALMGA.